From a dataset of Forward reaction prediction with 1.9M reactions from USPTO patents (1976-2016). Predict the product of the given reaction. (1) The product is: [F:1][C:2]([F:36])([F:35])[C:3]1[CH:4]=[C:5]([C:13]([CH3:34])([CH3:33])[C:14]([N:16]([C:18]2[CH:19]=[N:20][C:21]([O:40][CH2:39][C@@H:38]3[CH2:41][CH2:42][CH2:43][NH:37]3)=[CH:22][C:23]=2[C:24]2[CH:29]=[CH:28][C:27]([F:30])=[CH:26][C:25]=2[CH3:31])[CH3:17])=[O:15])[CH:6]=[C:7]([C:9]([F:12])([F:11])[F:10])[CH:8]=1. Given the reactants [F:1][C:2]([F:36])([F:35])[C:3]1[CH:4]=[C:5]([C:13]([CH3:34])([CH3:33])[C:14]([N:16]([C:18]2[CH:19]=[N:20][C:21](Cl)=[CH:22][C:23]=2[C:24]2[CH:29]=[CH:28][C:27]([F:30])=[CH:26][C:25]=2[CH3:31])[CH3:17])=[O:15])[CH:6]=[C:7]([C:9]([F:12])([F:11])[F:10])[CH:8]=1.[NH:37]1[CH2:43][CH2:42][CH2:41][C@H:38]1[CH2:39][OH:40].[OH-].[Na+], predict the reaction product. (2) Given the reactants [CH3:1][O:2][C:3]1[CH:8]=[CH:7][C:6]([C@H:9]([NH2:11])[CH3:10])=[CH:5][CH:4]=1.[CH:12]1[N:17]=[C:16](Cl)[C:15]2[N:19]=[CH:20][N:21]([C@@H:22]3[O:26][C@H:25]([CH2:27][OH:28])[C@@H:24]([OH:29])[C@H:23]3[OH:30])[C:14]=2[N:13]=1, predict the reaction product. The product is: [CH3:1][O:2][C:3]1[CH:8]=[CH:7][C:6]([C@H:9]([NH:11][C:16]2[C:15]3[N:19]=[CH:20][N:21]([C:14]=3[N:13]=[CH:12][N:17]=2)[C@@H:22]2[O:26][C@H:25]([CH2:27][OH:28])[C@@H:24]([OH:29])[C@H:23]2[OH:30])[CH3:10])=[CH:5][CH:4]=1.